From a dataset of Forward reaction prediction with 1.9M reactions from USPTO patents (1976-2016). Predict the product of the given reaction. (1) Given the reactants Br[C:2]1[CH:7]=[N:6][CH:5]=[C:4]2[N:8]([CH3:11])[N:9]=[CH:10][C:3]=12.C[Si]([C:16]#[C:17][C:18]1[CH:19]=[C:20]([NH2:24])[CH:21]=[CH:22][CH:23]=1)(C)C.[F-].C([N+](CCCC)(CCCC)CCCC)CCC, predict the reaction product. The product is: [CH3:11][N:8]1[C:4]2=[CH:5][N:6]=[CH:7][C:2]([C:16]#[C:17][C:18]3[CH:19]=[C:20]([NH2:24])[CH:21]=[CH:22][CH:23]=3)=[C:3]2[CH:10]=[N:9]1. (2) Given the reactants [Cl:1][C:2]1[N:10]=[C:9]([Cl:11])[C:8]([Cl:12])=[CH:7][C:3]=1[C:4]([NH2:6])=O, predict the reaction product. The product is: [Cl:1][C:2]1[N:10]=[C:9]([Cl:11])[C:8]([Cl:12])=[CH:7][C:3]=1[C:4]#[N:6]. (3) Given the reactants [O:1]=[C:2]1[N:7]([CH:8]2[CH2:13][CH2:12][CH2:11][CH2:10][O:9]2)[N:6]=[C:5]([C:14](OC)=[O:15])[CH:4]=[CH:3]1.O.[BH4-].[Li+], predict the reaction product. The product is: [OH:15][CH2:14][C:5]1[CH:4]=[CH:3][C:2](=[O:1])[N:7]([CH:8]2[CH2:13][CH2:12][CH2:11][CH2:10][O:9]2)[N:6]=1.